Dataset: Reaction yield outcomes from USPTO patents with 853,638 reactions. Task: Predict the reaction yield, written as a fraction of the theoretical maximum amount of product (1.0 means a 100% yield; for example, 0.34 means a 34% yield). (1) The reactants are [CH3:1][N:2]1[C:7](=[O:8])[C:6]([N:9]2[CH2:14][CH2:13][O:12][CH2:11][CH2:10]2)=[C:5]2[C:15](=[O:19])[NH:16][C:17](=S)[C:4]2=[C:3]1CCC1C=CC2C(=CC=CC=2)N=1.[CH2:32]1[CH2:36]O[CH2:34][CH2:33]1.[CH3:37][CH2:38]O. The catalyst is [Ni]. The product is [CH3:1][N:2]1[C:7](=[O:8])[C:6]([N:9]2[CH2:14][CH2:13][O:12][CH2:11][CH2:10]2)=[C:5]2[C:15](=[O:19])[N:16]([CH2:34][CH2:33][C:32]3[CH:36]=[CH:37][C:38]4[C:3](=[CH:4][CH:5]=[CH:6][CH:7]=4)[N:2]=3)[CH2:17][C:4]2=[CH:3]1. The yield is 0.244. (2) The reactants are [OH:1][C:2]1[CH:3]=[C:4]([C:8](=[O:10])[CH3:9])[CH:5]=[CH:6][CH:7]=1.Br[CH2:12][CH2:13][CH2:14][C:15]1[CH:20]=[CH:19][CH:18]=[CH:17][CH:16]=1.C(=O)([O-])[O-].[K+].[K+]. The catalyst is CN(C)C=O.[I-].[Na+]. The product is [C:15]1([CH2:14][CH2:13][CH2:12][O:1][C:2]2[CH:3]=[C:4]([C:8](=[O:10])[CH3:9])[CH:5]=[CH:6][CH:7]=2)[CH:20]=[CH:19][CH:18]=[CH:17][CH:16]=1. The yield is 0.942. (3) The yield is 0.770. The catalyst is O1CCCC1. The product is [Cl:1][C:2]1[CH:3]=[C:4]([CH:18]=[CH:19][CH:20]=1)[C:5]([NH:7][C:8]1[CH:9]=[C:10]([CH:15]=[CH:16][CH:17]=1)[C:11]([NH:13][NH:14][C:29]([NH:28][C:23]1[CH:24]=[CH:25][CH:26]=[CH:27][C:22]=1[Cl:21])=[S:30])=[O:12])=[O:6]. The reactants are [Cl:1][C:2]1[CH:3]=[C:4]([CH:18]=[CH:19][CH:20]=1)[C:5]([NH:7][C:8]1[CH:9]=[C:10]([CH:15]=[CH:16][CH:17]=1)[C:11]([NH:13][NH2:14])=[O:12])=[O:6].[Cl:21][C:22]1[CH:27]=[CH:26][CH:25]=[CH:24][C:23]=1[N:28]=[C:29]=[S:30]. (4) The reactants are C(O[C:5](=[O:7])[CH3:6])(=O)C.[C:8]1([C:14]#[C:15][C:16]2[CH:34]=[CH:33][C:19]([C:20]([NH:22][C:23]3[CH:28]=[CH:27][CH:26]=[CH:25][C:24]=3[S:29](=[O:32])(=[O:31])[NH2:30])=[O:21])=[CH:18][CH:17]=2)[CH:13]=[CH:12][CH:11]=[CH:10][CH:9]=1. The catalyst is CN(C)C1C=CN=CC=1.O1CCCC1. The product is [C:8]1([C:14]#[C:15][C:16]2[CH:34]=[CH:33][C:19]([C:20]([NH:22][C:23]3[CH:28]=[CH:27][CH:26]=[CH:25][C:24]=3[S:29]([NH:30][C:5](=[O:7])[CH3:6])(=[O:31])=[O:32])=[O:21])=[CH:18][CH:17]=2)[CH:9]=[CH:10][CH:11]=[CH:12][CH:13]=1. The yield is 0.776. (5) The reactants are [Si]([O:8][C@@H:9]([CH2:46][O:47][CH3:48])[CH2:10][O:11][C:12]1[C:16]([CH3:17])=[C:15]([NH:18][C:19]([NH:21][C@H:22]2[C@H:26]([C:27]3[CH:32]=[C:31]([F:33])[C:30]([F:34])=[C:29]([F:35])[CH:28]=3)[CH2:25][N:24]([CH2:36][CH2:37][O:38][CH3:39])[CH2:23]2)=[O:20])[N:14]([C:40]2[CH:45]=[CH:44][CH:43]=[CH:42][CH:41]=2)[N:13]=1)(C(C)(C)C)(C)C.Cl. The catalyst is C1COCC1. The product is [OH:8][C@@H:9]([CH2:46][O:47][CH3:48])[CH2:10][O:11][C:12]1[C:16]([CH3:17])=[C:15]([NH:18][C:19]([NH:21][C@H:22]2[C@H:26]([C:27]3[CH:28]=[C:29]([F:35])[C:30]([F:34])=[C:31]([F:33])[CH:32]=3)[CH2:25][N:24]([CH2:36][CH2:37][O:38][CH3:39])[CH2:23]2)=[O:20])[N:14]([C:40]2[CH:41]=[CH:42][CH:43]=[CH:44][CH:45]=2)[N:13]=1. The yield is 0.760. (6) The reactants are [CH2:1]1N2CN3CN(C2)CN1C3.[C:11](O)(C(F)(F)F)=[O:12].[Br:18][C:19]1[CH:24]=[CH:23][C:22]([OH:25])=[CH:21][CH:20]=1.OS(O)(=O)=O.[OH2:31]. No catalyst specified. The product is [CH:1]([C:23]1[CH:24]=[C:19]([Br:18])[CH:20]=[C:21]([CH:11]=[O:12])[C:22]=1[OH:25])=[O:31]. The yield is 0.600.